Dataset: Reaction yield outcomes from USPTO patents with 853,638 reactions. Task: Predict the reaction yield, written as a fraction of the theoretical maximum amount of product (1.0 means a 100% yield; for example, 0.34 means a 34% yield). (1) No catalyst specified. The yield is 0.410. The product is [CH2:37]([C:39]1([OH:43])[CH2:42][N:41]([CH2:25][C:24]2[CH:27]=[CH:28][C:21]([O:20][CH:18]3[CH2:19][N:16]([C:14]([C:12]4[O:13][C:9]([C:6]5[CH:7]=[CH:8][C:3]([O:2][CH3:1])=[CH:4][CH:5]=5)=[N:10][N:11]=4)=[O:15])[CH2:17]3)=[CH:22][C:23]=2[CH3:29])[CH2:40]1)[CH3:38]. The reactants are [CH3:1][O:2][C:3]1[CH:8]=[CH:7][C:6]([C:9]2[O:13][C:12]([C:14]([N:16]3[CH2:19][CH:18]([O:20][C:21]4[CH:28]=[CH:27][C:24]([CH:25]=O)=[C:23]([CH3:29])[CH:22]=4)[CH2:17]3)=[O:15])=[N:11][N:10]=2)=[CH:5][CH:4]=1.FC(F)(F)C(O)=O.[CH2:37]([C:39]1([OH:43])[CH2:42][NH:41][CH2:40]1)[CH3:38]. (2) The reactants are [C:1]([O:4][C:5]1[CH:6]=[C:7]2[C:12](=[CH:13][C:14]=1[O:15][CH3:16])[N:11]=[CH:10][NH:9][C:8]2=O)(=[O:3])[CH3:2].P(Cl)(Cl)([Cl:20])=O. No catalyst specified. The product is [C:1]([O:4][C:5]1[CH:6]=[C:7]2[C:12](=[CH:13][C:14]=1[O:15][CH3:16])[N:11]=[CH:10][N:9]=[C:8]2[Cl:20])(=[O:3])[CH3:2]. The yield is 0.650. (3) The reactants are [CH2:1]([O:5][C:6]1[CH:7]=[CH:8][C:9]([C:12]([OH:14])=O)=[N:10][CH:11]=1)[C:2]#[C:3][CH3:4].[CH3:15][C:16]1[C:17]([NH2:31])=[N:18][C:19]2([C:29]3[C:24](=[CH:25][CH:26]=[C:27]([NH2:30])[CH:28]=3)[O:23][CH2:22][CH2:21]2)[N:20]=1. No catalyst specified. The product is [NH2:31][C:17]1[C:16]([CH3:15])=[N:20][C:19]2([C:29]3[C:24](=[CH:25][CH:26]=[C:27]([NH:30][C:12](=[O:14])[C:9]4[CH:8]=[CH:7][C:6]([O:5][CH2:1][C:2]#[C:3][CH3:4])=[CH:11][N:10]=4)[CH:28]=3)[O:23][CH2:22][CH2:21]2)[N:18]=1. The yield is 0.160. (4) No catalyst specified. The product is [F:3][C:4]1[CH:5]=[CH:6][C:7]([C:10]2[O:11][C:12]3[C:18]([C:19]([OH:21])=[O:20])=[CH:17][CH:16]=[CH:15][C:13]=3[N:14]=2)=[CH:8][CH:9]=1. The reactants are [OH-].[Li+].[F:3][C:4]1[CH:9]=[CH:8][C:7]([C:10]2[O:11][C:12]3[C:18]([C:19]([O:21]C)=[O:20])=[CH:17][CH:16]=[CH:15][C:13]=3[N:14]=2)=[CH:6][CH:5]=1. The yield is 1.00.